From a dataset of Catalyst prediction with 721,799 reactions and 888 catalyst types from USPTO. Predict which catalyst facilitates the given reaction. (1) Reactant: [C:1]([NH:4][C:5]1[C:14]([O:15][CH:16]2[CH2:20][CH2:19][CH2:18][CH2:17]2)=[C:13]([O:21][CH3:22])[CH:12]=[CH:11][C:6]=1[C:7](OC)=[O:8])(=[O:3])[CH3:2].C[Si]([N-][Si](C)(C)C)(C)C.[K+]. Product: [CH:16]1([O:15][C:14]2[C:13]([O:21][CH3:22])=[CH:12][CH:11]=[C:6]3[C:5]=2[NH:4][C:1](=[O:3])[CH:2]=[C:7]3[OH:8])[CH2:20][CH2:19][CH2:18][CH2:17]1. The catalyst class is: 7. (2) Reactant: [CH3:1][C:2]([O:5][C:6]([NH:8][C@H:9]([C:16]([OH:18])=O)[CH2:10][C:11]1[S:15][CH:14]=[CH:13][CH:12]=1)=[O:7])([CH3:4])[CH3:3].CCN(C(C)C)C(C)C.CN(C(ON1N=NC2C=CC=CC1=2)=[N+](C)C)C.[B-](F)(F)(F)F.[NH:50]1[CH2:55][CH2:54][O:53][CH2:52][CH2:51]1.C(=O)(O)[O-].[Na+]. Product: [N:50]1([C:16](=[O:18])[C@@H:9]([NH:8][C:6](=[O:7])[O:5][C:2]([CH3:1])([CH3:3])[CH3:4])[CH2:10][C:11]2[S:15][CH:14]=[CH:13][CH:12]=2)[CH2:55][CH2:54][O:53][CH2:52][CH2:51]1. The catalyst class is: 2.